From a dataset of Full USPTO retrosynthesis dataset with 1.9M reactions from patents (1976-2016). Predict the reactants needed to synthesize the given product. (1) Given the product [O:1]1[CH2:5][CH2:4][CH:3]([CH2:6][N:7]2[CH2:12][CH2:11][C:10](=[N:15][OH:16])[CH2:9][CH2:8]2)[CH2:2]1, predict the reactants needed to synthesize it. The reactants are: [O:1]1[CH2:5][CH2:4][CH:3]([CH2:6][N:7]2[CH2:12][CH2:11][C:10](=O)[CH2:9][CH2:8]2)[CH2:2]1.Cl.[NH2:15][OH:16]. (2) Given the product [Br:1][C:2]1[N:3]=[C:4]([CH2:9][OH:10])[CH:5]=[CH:6][C:7]=1[O:8][CH2:18][CH2:19][O:20][Si:21]([C:24]([CH3:27])([CH3:26])[CH3:25])([CH3:23])[CH3:22], predict the reactants needed to synthesize it. The reactants are: [Br:1][C:2]1[C:7]([OH:8])=[CH:6][CH:5]=[C:4]([CH2:9][OH:10])[N:3]=1.C([O-])([O-])=O.[K+].[K+].Br[CH2:18][CH2:19][O:20][Si:21]([C:24]([CH3:27])([CH3:26])[CH3:25])([CH3:23])[CH3:22]. (3) Given the product [OH:32][NH:34][C:26]([C:24]1[CH:23]=[CH:22][C:8]2[CH2:9][N:10]([C:11]([NH:12][C:13]3[CH:18]=[CH:17][C:16]([O:19][CH3:20])=[CH:15][CH:14]=3)=[O:21])[C@@H:4]([CH:1]([CH3:3])[CH3:2])[CH2:5][O:6][C:7]=2[CH:25]=1)=[O:27], predict the reactants needed to synthesize it. The reactants are: [CH:1]([C@@H:4]1[N:10]([C:11](=[O:21])[NH:12][C:13]2[CH:18]=[CH:17][C:16]([O:19][CH3:20])=[CH:15][CH:14]=2)[CH2:9][C:8]2[CH:22]=[CH:23][C:24]([C:26](OC)=[O:27])=[CH:25][C:7]=2[O:6][CH2:5]1)([CH3:3])[CH3:2].CO.[OH-:32].[Na+].[NH2:34]O. (4) Given the product [NH2:1][C:2]1[N:7]=[CH:6][C:5]([C:8]2[CH:13]=[CH:12][N:11]=[C:10]([C:14]([CH3:16])([CH3:15])[C:17]#[N:18])[CH:9]=2)=[N:4][C:3]=1[C:19]1[O:23][C:22]([C:24]2[CH:25]=[CH:26][C:27]([CH2:30][NH:31][CH3:32])=[CH:28][CH:29]=2)=[N:21][N:20]=1, predict the reactants needed to synthesize it. The reactants are: [NH2:1][C:2]1[C:3]([C:19]2[O:23][C:22]([C:24]3[CH:29]=[CH:28][C:27]([CH2:30][N:31](C)[C:32](=O)OC(C)(C)C)=[CH:26][CH:25]=3)=[N:21][N:20]=2)=[N:4][C:5]([C:8]2[CH:13]=[CH:12][N:11]=[C:10]([C:14]([C:17]#[N:18])([CH3:16])[CH3:15])[CH:9]=2)=[CH:6][N:7]=1.FC(F)(F)C(O)=O. (5) Given the product [C:28]([O:31][CH2:32][N:21]1[C:20]2[CH:22]=[CH:23][CH:24]=[CH:25][C:19]=2[N:18]=[C:17]1[S@@:15]([CH2:14][C:3]1[C:2]([CH3:1])=[C:7]([O:8][CH2:9][C:10]([F:13])([F:11])[F:12])[CH:6]=[CH:5][N:4]=1)=[O:16])(=[O:30])[C:29]1[CH:14]=[CH:3][CH:2]=[CH:7][CH:6]=1, predict the reactants needed to synthesize it. The reactants are: [CH3:1][C:2]1[C:3]([CH2:14][S@:15]([C:17]2[NH:21][C:20]3[CH:22]=[CH:23][CH:24]=[CH:25][C:19]=3[N:18]=2)=[O:16])=[N:4][CH:5]=[CH:6][C:7]=1[O:8][CH2:9][C:10]([F:13])([F:12])[F:11].C=O.[C:28]([O:31][CH2:32]C)(=[O:30])[CH3:29].